This data is from Catalyst prediction with 721,799 reactions and 888 catalyst types from USPTO. The task is: Predict which catalyst facilitates the given reaction. (1) Reactant: [Cl:1][CH2:2][C:3]1[NH:4][C:5]2[CH:10]=[C:9]([C:11]3[CH:16]=[CH:15][C:14]([O:17][CH2:18][CH3:19])=[C:13]([C:20]([F:23])([F:22])[F:21])[CH:12]=3)[N:8]=[C:7]([C:24]#[N:25])[C:6]=2[N:26]=1.[C:27]1([P:33]([C:40]2[CH:45]=[CH:44][CH:43]=[CH:42][CH:41]=2)[C:34]2[CH:39]=[CH:38][CH:37]=[CH:36][CH:35]=2)[CH:32]=[CH:31][CH:30]=[CH:29][CH:28]=1. Product: [Cl-:1].[C:24]([C:7]1[C:6]2[N:26]=[C:3]([CH2:2][P+:33]([C:34]3[CH:35]=[CH:36][CH:37]=[CH:38][CH:39]=3)([C:40]3[CH:45]=[CH:44][CH:43]=[CH:42][CH:41]=3)[C:27]3[CH:28]=[CH:29][CH:30]=[CH:31][CH:32]=3)[NH:4][C:5]=2[CH:10]=[C:9]([C:11]2[CH:16]=[CH:15][C:14]([O:17][CH2:18][CH3:19])=[C:13]([C:20]([F:23])([F:22])[F:21])[CH:12]=2)[N:8]=1)#[N:25]. The catalyst class is: 10. (2) Reactant: [CH2:1]([C:5]1=[CH:6][N:7]([C:21]([CH3:24])([CH3:23])[CH3:22])[S:8]/[C:9]/1=[N:10]\[C:11](=[O:20])[C:12]1[CH:17]=[C:16]([Cl:18])[CH:15]=[CH:14][C:13]=1[OH:19])[CH2:2][CH2:3][CH3:4].[H-].[Na+].Br[CH2:28][C:29]#[N:30]. Product: [CH2:1]([C:5]1=[CH:6][N:7]([C:21]([CH3:23])([CH3:22])[CH3:24])[S:8]/[C:9]/1=[N:10]\[C:11](=[O:20])[C:12]1[CH:17]=[C:16]([Cl:18])[CH:15]=[CH:14][C:13]=1[O:19][CH2:28][C:29]#[N:30])[CH2:2][CH2:3][CH3:4]. The catalyst class is: 118. (3) Reactant: Br[C:2]1[CH:7]=[CH:6][C:5]([O:8][CH3:9])=[CH:4][C:3]=1[F:10].[Li]CCCC.[F:16][CH:17]([F:23])[C:18](OCC)=[O:19]. Product: [F:16][CH:17]([F:23])[C:18]([C:2]1[CH:7]=[CH:6][C:5]([O:8][CH3:9])=[CH:4][C:3]=1[F:10])=[O:19]. The catalyst class is: 28. (4) Reactant: [CH3:1][O:2][C:3](=[O:15])[CH2:4][C@H:5]1[C:9]2[CH:10]=[CH:11][C:12]([OH:14])=[CH:13][C:8]=2[O:7][CH2:6]1.C1COCC1.[Cl:21]N1C(=O)CCC1=O. Product: [CH3:1][O:2][C:3](=[O:15])[CH2:4][C@H:5]1[C:9]2[CH:10]=[C:11]([Cl:21])[C:12]([OH:14])=[CH:13][C:8]=2[O:7][CH2:6]1. The catalyst class is: 6. (5) Reactant: [Cl:1][C:2]1[CH:24]=[CH:23][CH:22]=[C:21]([C:25]([F:28])([F:27])[F:26])[C:3]=1[C:4]([N:6]1[C:14]2[C:9](=[C:10]([F:15])[CH:11]=[CH:12][CH:13]=2)[C:8]([C:16]([O:18]CC)=[O:17])=[N:7]1)=[O:5].O[Li].O.Cl. The catalyst class is: 20. Product: [Cl:1][C:2]1[CH:24]=[CH:23][CH:22]=[C:21]([C:25]([F:26])([F:28])[F:27])[C:3]=1[C:4]([N:6]1[C:14]2[C:9](=[C:10]([F:15])[CH:11]=[CH:12][CH:13]=2)[C:8]([C:16]([OH:18])=[O:17])=[N:7]1)=[O:5]. (6) Reactant: [CH:1]12[CH2:7][CH:4]([NH:5][CH2:6]1)[CH2:3][N:2]2[C:8]1[N:13]2[CH:14]=[CH:15][N:16]=[C:12]2[CH:11]=[C:10]([C:17]2[CH:22]=[CH:21][N:20]=[C:19]([NH:23][CH:24]([C:26]3[CH:31]=[CH:30][CH:29]=[CH:28][CH:27]=3)[CH3:25])[CH:18]=2)[N:9]=1.[C:32]1(=O)[CH2:36][CH2:35][CH2:34][CH2:33]1.CO. Product: [CH:32]1([N:5]2[CH2:6][C@@H:1]3[CH2:7][C@H:4]2[CH2:3][N:2]3[C:8]2[N:13]3[CH:14]=[CH:15][N:16]=[C:12]3[CH:11]=[C:10]([C:17]3[CH:22]=[CH:21][N:20]=[C:19]([NH:23][C@H:24]([C:26]4[CH:27]=[CH:28][CH:29]=[CH:30][CH:31]=4)[CH3:25])[CH:18]=3)[N:9]=2)[CH2:36][CH2:35][CH2:34][CH2:33]1. The catalyst class is: 373. (7) Reactant: Br[C:2]1[CH:7]=[CH:6][C:5]([N:8]([C:22]2[CH:27]=[CH:26][CH:25]=[CH:24][CH:23]=2)[C:9]2[CH:21]=[CH:20][C:12]3[O:13][C:14]4[CH:19]=[CH:18][CH:17]=[CH:16][C:15]=4[C:11]=3[CH:10]=2)=[CH:4][CH:3]=1.[B:28]1([B:28]2[O:32][C:31]([CH3:34])([CH3:33])[C:30]([CH3:36])([CH3:35])[O:29]2)[O:32][C:31]([CH3:34])([CH3:33])[C:30]([CH3:36])([CH3:35])[O:29]1.CC([O-])=O.[K+].C(Cl)Cl. Product: [C:22]1([N:8]([C:5]2[CH:6]=[CH:7][C:2]([B:28]3[O:32][C:31]([CH3:34])([CH3:33])[C:30]([CH3:36])([CH3:35])[O:29]3)=[CH:3][CH:4]=2)[C:9]2[CH:21]=[CH:20][C:12]3[O:13][C:14]4[CH:19]=[CH:18][CH:17]=[CH:16][C:15]=4[C:11]=3[CH:10]=2)[CH:27]=[CH:26][CH:25]=[CH:24][CH:23]=1. The catalyst class is: 12.